From a dataset of NCI-60 drug combinations with 297,098 pairs across 59 cell lines. Regression. Given two drug SMILES strings and cell line genomic features, predict the synergy score measuring deviation from expected non-interaction effect. (1) Drug 1: CC12CCC3C(C1CCC2NC(=O)OCC(F)(F)F)CCC4C3(C=CC(=O)N4C)C. Synergy scores: CSS=14.9, Synergy_ZIP=-0.0918, Synergy_Bliss=5.50, Synergy_Loewe=1.94, Synergy_HSA=5.13. Cell line: OVCAR3. Drug 2: C1=CC(=C(C=C1I)F)NC2=C(C=CC(=C2F)F)C(=O)NOCC(CO)O. (2) Drug 1: CC1=CC2C(CCC3(C2CCC3(C(=O)C)OC(=O)C)C)C4(C1=CC(=O)CC4)C. Cell line: NCI-H226. Synergy scores: CSS=-7.30, Synergy_ZIP=1.96, Synergy_Bliss=-4.92, Synergy_Loewe=-11.8, Synergy_HSA=-10.6. Drug 2: CC12CCC3C(C1CCC2OP(=O)(O)O)CCC4=C3C=CC(=C4)OC(=O)N(CCCl)CCCl.[Na+].